From a dataset of Catalyst prediction with 721,799 reactions and 888 catalyst types from USPTO. Predict which catalyst facilitates the given reaction. (1) Reactant: Cl[C:2]1[CH:9]=[CH:8][CH:7]=[C:6]([CH3:10])[C:3]=1[C:4]#[N:5].C[S-:12].[Na+]. Product: [SH:12][C:2]1[CH:9]=[CH:8][CH:7]=[C:6]([CH3:10])[C:3]=1[C:4]#[N:5]. The catalyst class is: 60. (2) Reactant: [OH:1][C:2]1[CH:10]=[CH:9][C:5]([C:6]([OH:8])=[O:7])=[CH:4][C:3]=1[CH3:11].S(Cl)(Cl)=O.[C:16](=O)(O)[O-].[Na+]. Product: [OH:1][C:2]1[CH:10]=[CH:9][C:5]([C:6]([O:8][CH3:16])=[O:7])=[CH:4][C:3]=1[CH3:11]. The catalyst class is: 5. (3) Reactant: [S:1]1[CH:5]=[CH:4][N:3]=[C:2]1[C:6]1[CH:14]=[CH:13][CH:12]=[C:11]2[C:7]=1[C:8]([NH2:15])=[N:9][NH:10]2.CC1(C)OC(=O)[CH:20]([C:24]([CH:26]2[CH2:31][CH2:30][N:29]([C:32]([O:34][C:35]([CH3:38])([CH3:37])[CH3:36])=[O:33])[CH2:28][CH2:27]2)=O)[C:19](=O)[O:18]1.P([O-])([O-])([O-])=O.[K+].[K+].[K+]. Product: [O:18]=[C:19]1[CH:20]=[C:24]([CH:26]2[CH2:31][CH2:30][N:29]([C:32]([O:34][C:35]([CH3:38])([CH3:37])[CH3:36])=[O:33])[CH2:28][CH2:27]2)[N:9]2[N:10]=[C:11]3[C:7]([C:6]([C:2]4[S:1][CH:5]=[CH:4][N:3]=4)=[CH:14][CH:13]=[CH:12]3)=[C:8]2[NH:15]1. The catalyst class is: 10. (4) The catalyst class is: 116. Reactant: [CH3:1][O:2][C:3]1[CH:12]=[CH:11][C:6]2[O:7][CH2:8][CH2:9][O:10][C:5]=2[CH:4]=1.CN(C)CCN(C)C.[Li]CCCC.CN([CH:29]=[O:30])C.[NH4+].[Cl-]. Product: [CH3:1][O:2][C:3]1[CH:12]=[CH:11][C:6]2[O:7][CH2:8][CH2:9][O:10][C:5]=2[C:4]=1[CH:29]=[O:30]. (5) Reactant: [C:1]1([C:7]2([C:17]3[CH:22]=[CH:21][CH:20]=[CH:19][CH:18]=3)[CH:11]3[CH2:12][NH:13][CH2:14][CH2:15][N:10]3[C:9](=[O:16])[O:8]2)[CH:6]=[CH:5][CH:4]=[CH:3][CH:2]=1.C(N(C(C)C)CC)(C)C.ClC(O[C:37](=[O:43])OC(Cl)(Cl)Cl)(Cl)Cl.[C:44]1([NH:50][NH2:51])[CH:49]=[CH:48][CH:47]=[CH:46][CH:45]=1. Product: [C:44]1([NH:50][NH:51][C:37]([N:13]2[CH2:14][CH2:15][N:10]3[C:9](=[O:16])[O:8][C:7]([C:1]4[CH:6]=[CH:5][CH:4]=[CH:3][CH:2]=4)([C:17]4[CH:18]=[CH:19][CH:20]=[CH:21][CH:22]=4)[CH:11]3[CH2:12]2)=[O:43])[CH:49]=[CH:48][CH:47]=[CH:46][CH:45]=1. The catalyst class is: 30. (6) Reactant: [OH:1][C:2]1[CH:3]=[C:4]([C:10]2[O:11][CH:12]=[C:13]([CH2:15][CH2:16][C:17]([C:19]3[C:24]([CH3:25])=[CH:23][CH:22]=[CH:21][N:20]=3)=[O:18])[N:14]=2)[CH:5]=[CH:6][C:7]=1[O:8][CH3:9].N12CCCN=C1CCC[CH2:28][CH2:27]2.C(I)C.O. Product: [CH2:27]([O:1][C:2]1[CH:3]=[C:4]([C:10]2[O:11][CH:12]=[C:13]([CH2:15][CH2:16][C:17]([C:19]3[C:24]([CH3:25])=[CH:23][CH:22]=[CH:21][N:20]=3)=[O:18])[N:14]=2)[CH:5]=[CH:6][C:7]=1[O:8][CH3:9])[CH3:28]. The catalyst class is: 162. (7) Reactant: C([O-])([O-])=O.[K+].[K+].Cl.Cl[CH2:9][CH2:10][N:11]1[CH2:15][CH2:14][CH2:13][CH2:12]1.[C:16]([C:20]1[CH:29]=[C:28]2[C:23]([C:24]([C:32]3[CH:37]=[CH:36][CH:35]=[C:34]([OH:38])[CH:33]=3)=[N:25][C:26]([S:30][CH3:31])=[N:27]2)=[C:22]([NH2:39])[C:21]=1[C:40]([NH2:42])=[O:41])([CH3:19])([CH3:18])[CH3:17]. Product: [C:16]([C:20]1[CH:29]=[C:28]2[C:23]([C:24]([C:32]3[CH:37]=[CH:36][CH:35]=[C:34]([O:38][CH2:9][CH2:10][N:11]4[CH2:15][CH2:14][CH2:13][CH2:12]4)[CH:33]=3)=[N:25][C:26]([S:30][CH3:31])=[N:27]2)=[C:22]([NH2:39])[C:21]=1[C:40]([NH2:42])=[O:41])([CH3:19])([CH3:17])[CH3:18]. The catalyst class is: 21. (8) Reactant: [CH2:1]([O:8][C:9]1[C:14]([O:15][CH3:16])=[CH:13][C:12]([C:17]2[N:21]=[C:20]([CH3:22])[O:19][N:18]=2)=[C:11](I)[CH:10]=1)[C:2]1[CH:7]=[CH:6][CH:5]=[CH:4][CH:3]=1.C([Mg]Cl)(C)C.[CH:29](=[O:33])[CH:30]([CH3:32])[CH3:31].Cl. Product: [CH2:1]([O:8][C:9]1[C:14]([O:15][CH3:16])=[CH:13][C:12]([C:17]2[N:21]=[C:20]([CH3:22])[O:19][N:18]=2)=[C:11]([CH:29]([OH:33])[CH:30]([CH3:32])[CH3:31])[CH:10]=1)[C:2]1[CH:7]=[CH:6][CH:5]=[CH:4][CH:3]=1. The catalyst class is: 132. (9) Reactant: [CH3:1][C:2]1([CH3:18])[O:7][C:6]2[CH:8]=[CH:9][C:10]([C@H:12]3[O:16][C:15](=[O:17])[NH:14][CH2:13]3)=[CH:11][C:5]=2[CH2:4][O:3]1.[H-].[Na+].Br[CH2:22][CH2:23][CH2:24][CH2:25][CH2:26][CH2:27][O:28][CH2:29][CH2:30][O:31][CH2:32][C:33]1[CH:38]=[CH:37][CH:36]=[C:35]([N+:39]([O-:41])=[O:40])[CH:34]=1.P([O-])([O-])([O-])=O. The catalyst class is: 18. Product: [CH3:1][C:2]1([CH3:18])[O:7][C:6]2[CH:8]=[CH:9][C:10]([C@H:12]3[O:16][C:15](=[O:17])[N:14]([CH2:22][CH2:23][CH2:24][CH2:25][CH2:26][CH2:27][O:28][CH2:29][CH2:30][O:31][CH2:32][C:33]4[CH:38]=[CH:37][CH:36]=[C:35]([N+:39]([O-:41])=[O:40])[CH:34]=4)[CH2:13]3)=[CH:11][C:5]=2[CH2:4][O:3]1.